Predict the reactants needed to synthesize the given product. From a dataset of Full USPTO retrosynthesis dataset with 1.9M reactions from patents (1976-2016). (1) Given the product [CH:1]1([NH:4][C:21](=[O:22])[C:20]2[C:25]([C:27]([F:29])([F:28])[F:30])=[CH:26][C:17]([I:16])=[N:18][CH:19]=2)[CH2:3][CH2:2]1, predict the reactants needed to synthesize it. The reactants are: [CH:1]1([NH2:4])[CH2:3][CH2:2]1.C[Al](C)C.C1(C)C=CC=CC=1.[I:16][C:17]1[CH:26]=[C:25]([C:27]([F:30])([F:29])[F:28])[C:20]([C:21](OC)=[O:22])=[CH:19][N:18]=1. (2) Given the product [CH3:15][O:8][C:7](=[O:9])[C:2]1[CH:3]=[CH:4][CH:5]=[CH:6][C:1]=1[CH3:10], predict the reactants needed to synthesize it. The reactants are: [C:1]1([CH3:10])[C:2]([C:7]([OH:9])=[O:8])=[CH:3][CH:4]=[CH:5][CH:6]=1.S(OC)(O[CH3:15])(=O)=O.C([O-])([O-])=O.[K+].[K+]. (3) Given the product [ClH:1].[F:15][C:16]([F:26])([F:25])[O:17][N:11]([C:6]1[CH:5]=[CH:10][CH:9]=[CH:8][CH:7]=1)[NH2:12], predict the reactants needed to synthesize it. The reactants are: [ClH:1].FC(F)(F)O[C:5]1[CH:10]=[CH:9][CH:8]=[CH:7][C:6]=1[NH:11][NH2:12].[F:15][C:16]([F:26])([F:25])[O:17]C1C=CC=CC=1N.